Dataset: Forward reaction prediction with 1.9M reactions from USPTO patents (1976-2016). Task: Predict the product of the given reaction. Given the reactants [CH2:1]([O:4][C:5]1([CH3:45])[CH2:10][CH2:9][N:8]([C:11]2[C:12]3[N:13]([N:28]=[C:29]([C:31]4[CH:32]=[C:33]([C:37]5[CH:42]=[C:41]([CH3:43])[CH:40]=[CH:39][C:38]=5[OH:44])[CH:34]=[CH:35][CH:36]=4)[CH:30]=3)[CH:14]=[C:15]([CH3:27])[C:16]=2[C@H:17]([O:22][C:23]([CH3:26])([CH3:25])[CH3:24])[C:18]([O:20][CH3:21])=[O:19])[CH2:7][CH2:6]1)[CH:2]=[CH2:3].[CH3:46][C@@H:47](O)[CH2:48][CH2:49][CH:50]=[CH2:51].C1C=CC(P(C2C=CC=CC=2)C2C=CC=CC=2)=CC=1.CCOC(/N=N/C(OCC)=O)=O, predict the reaction product. The product is: [C:23]([O:22][C@@H:17]([C:16]1[C:15]([CH3:27])=[CH:14][N:13]2[N:28]=[C:29]([C:31]3[CH:36]=[CH:35][CH:34]=[C:33]([C:37]4[CH:42]=[C:41]([CH3:43])[CH:40]=[CH:39][C:38]=4[O:44][C@H:50]([CH2:49][CH2:48][CH:47]=[CH2:46])[CH3:51])[CH:32]=3)[CH:30]=[C:12]2[C:11]=1[N:8]1[CH2:9][CH2:10][C:5]([CH3:45])([O:4][CH2:1][CH:2]=[CH2:3])[CH2:6][CH2:7]1)[C:18]([O:20][CH3:21])=[O:19])([CH3:25])([CH3:24])[CH3:26].